Dataset: Peptide-MHC class II binding affinity with 134,281 pairs from IEDB. Task: Regression. Given a peptide amino acid sequence and an MHC pseudo amino acid sequence, predict their binding affinity value. This is MHC class II binding data. (1) The peptide sequence is FFFLFNILTGKKITA. The MHC is HLA-DQA10201-DQB10303 with pseudo-sequence HLA-DQA10201-DQB10303. The binding affinity (normalized) is 0. (2) The peptide sequence is YQKFLANVSTVLTGK. The MHC is DRB1_1001 with pseudo-sequence DRB1_1001. The binding affinity (normalized) is 0.660. (3) The peptide sequence is YDKFLANVSWVLTGK. The MHC is DRB1_0802 with pseudo-sequence DRB1_0802. The binding affinity (normalized) is 0.363. (4) The peptide sequence is WTGGGSDKALAAATP. The MHC is DRB1_0404 with pseudo-sequence DRB1_0404. The binding affinity (normalized) is 0. (5) The binding affinity (normalized) is 0.265. The MHC is DRB1_1501 with pseudo-sequence DRB1_1501. The peptide sequence is RLKGESRKTFVELMR. (6) The peptide sequence is AAATATATAAVGAAT. The MHC is DRB1_1302 with pseudo-sequence DRB1_1302. The binding affinity (normalized) is 0.0140.